This data is from Reaction yield outcomes from USPTO patents with 853,638 reactions. The task is: Predict the reaction yield, written as a fraction of the theoretical maximum amount of product (1.0 means a 100% yield; for example, 0.34 means a 34% yield). (1) The reactants are [F:1][C:2]1[CH:7]=[CH:6][C:5]([CH2:8][C:9]2[CH:18]=[C:17]3[C:12]([C:13]([OH:25])=[C:14]([C:20]([O:22][CH2:23][CH3:24])=[O:21])[C:15](=[O:19])[NH:16]3)=[N:11][CH:10]=2)=[CH:4][CH:3]=1.I[CH2:27][C:28]#[N:29]. The yield is 0.950. The catalyst is O1CCCC1. The product is [C:28]([CH2:27][N:16]1[C:17]2[C:12](=[N:11][CH:10]=[C:9]([CH2:8][C:5]3[CH:6]=[CH:7][C:2]([F:1])=[CH:3][CH:4]=3)[CH:18]=2)[C:13]([OH:25])=[C:14]([C:20]([O:22][CH2:23][CH3:24])=[O:21])[C:15]1=[O:19])#[N:29]. (2) The reactants are [Br:1][C:2]1[CH:3]=[C:4]2[C:9](=[CH:10][CH:11]=1)[CH:8]=[N:7][C:6](N)=[CH:5]2.[FH:13].N1C=CC=CC=1.N([O-])=O.[Na+].C([O-])([O-])=O.[Na+].[Na+]. No catalyst specified. The product is [Br:1][C:2]1[CH:3]=[C:4]2[C:9](=[CH:10][CH:11]=1)[CH:8]=[N:7][C:6]([F:13])=[CH:5]2. The yield is 0.700.